The task is: Regression. Given a peptide amino acid sequence and an MHC pseudo amino acid sequence, predict their binding affinity value. This is MHC class I binding data.. This data is from Peptide-MHC class I binding affinity with 185,985 pairs from IEDB/IMGT. The peptide sequence is YAMAIRQAI. The MHC is HLA-B83:01 with pseudo-sequence HLA-B83:01. The binding affinity (normalized) is 0.360.